Task: Predict the reactants needed to synthesize the given product.. Dataset: Full USPTO retrosynthesis dataset with 1.9M reactions from patents (1976-2016) (1) The reactants are: [O:1]([C:8]1[N:13]=[C:12]([CH2:14][O:15][C:16]2[CH:21]=[CH:20][C:19]([CH:22]=[CH:23][C:24]([O:26]CC)=O)=[CH:18][CH:17]=2)[CH:11]=[CH:10][CH:9]=1)[C:2]1[CH:7]=[CH:6][CH:5]=[CH:4][CH:3]=1.C(O)(=O)CC(CC(O)=O)(C(O)=O)O.[NH2:42][OH:43]. Given the product [O:1]([C:8]1[N:13]=[C:12]([CH2:14][O:15][C:16]2[CH:21]=[CH:20][C:19]([C:22]3[O:43][N:42]=[C:24]([OH:26])[CH:23]=3)=[CH:18][CH:17]=2)[CH:11]=[CH:10][CH:9]=1)[C:2]1[CH:7]=[CH:6][CH:5]=[CH:4][CH:3]=1, predict the reactants needed to synthesize it. (2) Given the product [F:26][C:21]1[CH:20]=[C:19]([CH:24]=[CH:23][C:22]=1[F:25])[CH2:18][N:6]1[CH:7]=[C:8]([S:10]([C:13]2[S:14][CH:15]=[CH:16][CH:17]=2)(=[O:12])=[O:11])[CH:9]=[C:5]1[C:3]([OH:4])=[O:2], predict the reactants needed to synthesize it. The reactants are: C[O:2][C:3]([C:5]1[N:6]([CH2:18][C:19]2[CH:24]=[CH:23][C:22]([F:25])=[C:21]([F:26])[CH:20]=2)[CH:7]=[C:8]([S:10]([C:13]2[S:14][CH:15]=[CH:16][CH:17]=2)(=[O:12])=[O:11])[CH:9]=1)=[O:4].[OH-].[K+].